This data is from Forward reaction prediction with 1.9M reactions from USPTO patents (1976-2016). The task is: Predict the product of the given reaction. (1) Given the reactants [Cl:1][C:2]1[CH:7]=[C:6]([C:8]([F:11])([F:10])[F:9])[CH:5]=[C:4]([N+:12]([O-])=O)[C:3]=1[NH:15][CH3:16].[H][H], predict the reaction product. The product is: [Cl:1][C:2]1[CH:7]=[C:6]([C:8]([F:11])([F:10])[F:9])[CH:5]=[C:4]([NH2:12])[C:3]=1[NH:15][CH3:16]. (2) Given the reactants Br[C:2]1[CH:7]=[CH:6][C:5]([CH3:8])=[CH:4][N:3]=1.[C:9]1(B(O)O)[CH:14]=[CH:13][CH:12]=[CH:11][CH:10]=1.O.[O-]P([O-])([O-])=O.[K+].[K+].[K+].C1(C)C=CC=CC=1, predict the reaction product. The product is: [CH3:8][C:5]1[CH:6]=[CH:7][C:2]([C:9]2[CH:14]=[CH:13][CH:12]=[CH:11][CH:10]=2)=[N:3][CH:4]=1.